Dataset: Catalyst prediction with 721,799 reactions and 888 catalyst types from USPTO. Task: Predict which catalyst facilitates the given reaction. (1) Reactant: [Li+].C[Si]([N-][Si](C)(C)C)(C)C.Cl[C:12]1[N:20]=[C:19]([Cl:21])[CH:18]=[CH:17][C:13]=1[C:14]([NH2:16])=[O:15].[CH3:22][S:23][C:24]1[CH:30]=[CH:29][C:27]([NH2:28])=[CH:26][CH:25]=1. Product: [Cl:21][C:19]1[CH:18]=[CH:17][C:13]([C:14]([NH2:16])=[O:15])=[C:12]([NH:28][C:27]2[CH:29]=[CH:30][C:24]([S:23][CH3:22])=[CH:25][CH:26]=2)[N:20]=1. The catalyst class is: 1. (2) Reactant: [CH3:1][NH:2][C:3]1[CH:8]=[CH:7][N:6]=[CH:5][C:4]=1[NH2:9].[CH2:10]([O:12][CH:13]([O:18][CH2:19][CH3:20])C(=N)OC)[CH3:11].Cl.[CH3:22]O. Product: [CH2:10]([O:12][CH:13]([O:18][CH2:19][CH3:20])[C:1]1[N:2]([CH3:22])[C:3]2[CH:8]=[CH:7][N:6]=[CH:5][C:4]=2[N:9]=1)[CH3:11]. The catalyst class is: 12. (3) Reactant: [F:1][C:2]1[CH:7]=[CH:6][C:5]([C:8]2[O:9][C:10]3[CH:20]=[C:19]([CH2:21][C:22]([OH:24])=[O:23])[C:18]([O:25][CH:26]([CH3:28])[CH3:27])=[CH:17][C:11]=3[C:12]=2[C:13](=[O:16])[NH:14][CH3:15])=[CH:4][CH:3]=1.N[C:30](=O)CC1C(OC(C)C)=CC2C(C(NC)=O)=C(C3C=CC(F)=CC=3)OC=2C=1.Cl. Product: [F:1][C:2]1[CH:3]=[CH:4][C:5]([C:8]2[O:9][C:10]3[CH:20]=[C:19]([CH2:21][C:22]([O:24][CH3:30])=[O:23])[C:18]([O:25][CH:26]([CH3:28])[CH3:27])=[CH:17][C:11]=3[C:12]=2[C:13](=[O:16])[NH:14][CH3:15])=[CH:6][CH:7]=1. The catalyst class is: 24.